Dataset: hERG potassium channel inhibition data for cardiac toxicity prediction from Karim et al.. Task: Regression/Classification. Given a drug SMILES string, predict its toxicity properties. Task type varies by dataset: regression for continuous values (e.g., LD50, hERG inhibition percentage) or binary classification for toxic/non-toxic outcomes (e.g., AMES mutagenicity, cardiotoxicity, hepatotoxicity). Dataset: herg_karim. (1) The drug is COC(=O)c1c(C)noc1-c1ccc2cc(CCN3CCCC3C)ccc2n1. The result is 1 (blocker). (2) The drug is Cn1cnc2c1c(=O)[nH]c(=O)n2C. The result is 0 (non-blocker). (3) The compound is O=c1ccc2ncc(F)c3c2n1C[C@@]3(O)CC12CCC(NCc3ncc4c(c3Cl)OCCO4)(CC1)CO2. The result is 0 (non-blocker). (4) The compound is CN1CC2CC1CN2c1ccc(-c2cccc3[nH]ccc23)nn1. The result is 0 (non-blocker).